This data is from Reaction yield outcomes from USPTO patents with 853,638 reactions. The task is: Predict the reaction yield, written as a fraction of the theoretical maximum amount of product (1.0 means a 100% yield; for example, 0.34 means a 34% yield). (1) The catalyst is C1(C)C=CC=CC=1.C1C=CC([P]([Pd]([P](C2C=CC=CC=2)(C2C=CC=CC=2)C2C=CC=CC=2)([P](C2C=CC=CC=2)(C2C=CC=CC=2)C2C=CC=CC=2)[P](C2C=CC=CC=2)(C2C=CC=CC=2)C2C=CC=CC=2)(C2C=CC=CC=2)C2C=CC=CC=2)=CC=1. The reactants are Br[C:2]1[CH:7]=[CH:6][CH:5]=[C:4]([N+:8]([O-:10])=[O:9])[C:3]=1[NH:11][C:12](=[O:14])[CH3:13].C([Sn](CCCC)(CCCC)[C:20]1[CH:25]=[CH:24][CH:23]=[CH:22][N:21]=1)CCC.C(=O)(O)[O-].[Na+]. The product is [N+:8]([C:4]1[CH:5]=[CH:6][CH:7]=[C:2]([C:20]2[CH:25]=[CH:24][CH:23]=[CH:22][N:21]=2)[C:3]=1[NH:11][C:12](=[O:14])[CH3:13])([O-:10])=[O:9]. The yield is 0.920. (2) The reactants are Br.C[O:3][C:4]1[CH:13]=[C:12]2[C:7]([CH2:8][CH2:9][CH2:10][C:11]2=[O:14])=[CH:6][CH:5]=1. The catalyst is C(O)(=O)C. The product is [OH:3][C:4]1[CH:13]=[C:12]2[C:7]([CH2:8][CH2:9][CH2:10][C:11]2=[O:14])=[CH:6][CH:5]=1. The yield is 0.860. (3) The product is [Si:1]([O:8][C@H:9]1[C:16](=[CH2:17])[C:13]2([CH2:14][CH2:15]2)[O:12][C@@H:11]([C:18]2[CH:23]=[CH:22][N:21]=[CH:20][C:19]=2[NH2:24])[CH2:10]1)([C:4]([CH3:7])([CH3:5])[CH3:6])([CH3:2])[CH3:3]. The reactants are [Si:1]([O:8][CH:9]1[C:16](=[CH2:17])[C:13]2([CH2:15][CH2:14]2)[O:12][CH:11]([C:18]2[CH:23]=[CH:22][N:21]=[CH:20][C:19]=2[N+:24]([O-])=O)[CH2:10]1)([C:4]([CH3:7])([CH3:6])[CH3:5])([CH3:3])[CH3:2]. The yield is 0.870. The catalyst is CC(O)=O.[Fe]. (4) The reactants are CS(O[CH2:6][C:7]1[C:12]([CH3:13])=[C:11]([O:14][CH2:15][CH:16]2[CH2:21][O:20][C:19]([CH3:23])([CH3:22])[O:18][CH2:17]2)[C:10]([CH3:24])=[CH:9][N:8]=1)(=O)=O.[SH:25][C:26]1[NH:27][C:28]2[CH:34]=[CH:33][CH:32]=[CH:31][C:29]=2[N:30]=1.C(N(CC)CC)C. The catalyst is O1CCCC1. The product is [CH3:23][C:19]1([CH3:22])[O:18][CH2:17][CH:16]([CH2:15][O:14][C:11]2[C:10]([CH3:24])=[CH:9][N:8]=[C:7]([CH2:6][S:25][C:26]3[NH:30][C:29]4[CH:31]=[CH:32][CH:33]=[CH:34][C:28]=4[N:27]=3)[C:12]=2[CH3:13])[CH2:21][O:20]1. The yield is 0.955.